Dataset: Forward reaction prediction with 1.9M reactions from USPTO patents (1976-2016). Task: Predict the product of the given reaction. (1) Given the reactants [CH3:1][N:2]1[C:6]([C:7](=[O:24])[NH:8][C:9]2[CH:14]=[CH:13][N:12]3[N:15]=[C:16]([N:18]4[CH2:23][CH2:22][O:21][CH2:20][CH2:19]4)[N:17]=[C:11]3[CH:10]=2)=[C:5]([C:25](O)=[O:26])[CH:4]=[N:3]1.C(O)(=O)C(O)=O.[CH2:34]1[C:37]2([CH2:40][NH:39][CH2:38]2)[CH2:36][O:35]1.[CH2:34]1[C:37]2([CH2:40][NH:39][CH2:38]2)[CH2:36][O:35]1, predict the reaction product. The product is: [N:18]1([C:16]2[N:17]=[C:11]3[CH:10]=[C:9]([NH:8][C:7]([C:6]4[N:2]([CH3:1])[N:3]=[CH:4][C:5]=4[C:25]([N:39]4[CH2:40][C:37]5([CH2:34][O:35][CH2:36]5)[CH2:38]4)=[O:26])=[O:24])[CH:14]=[CH:13][N:12]3[N:15]=2)[CH2:19][CH2:20][O:21][CH2:22][CH2:23]1. (2) Given the reactants [CH2:1]([O:8][C:9](=[O:18])[CH:10]([C:12]1[CH:17]=[CH:16][CH:15]=[CH:14][CH:13]=1)[CH3:11])[C:2]1[CH:7]=[CH:6][CH:5]=[CH:4][CH:3]=1.[CH2:19](Br)[CH:20]=[CH2:21].[I-].[Li+].C[Si](C)(C)[N-][Si](C)(C)C.[Li+], predict the reaction product. The product is: [CH3:11][C:10]([C:12]1[CH:17]=[CH:16][CH:15]=[CH:14][CH:13]=1)([CH2:21][CH:20]=[CH2:19])[C:9]([O:8][CH2:1][C:2]1[CH:3]=[CH:4][CH:5]=[CH:6][CH:7]=1)=[O:18]. (3) Given the reactants [CH:1]1([S:6]([C:8]2[CH:9]=[C:10]([CH2:14][CH2:15][CH2:16][CH2:17][O:18][CH2:19][CH2:20][CH2:21][CH2:22][CH2:23][CH2:24][N:25]3[CH2:29][C@@H:28]([C:30]4[CH:41]=[CH:40][C:33]5[O:34][C:35]([CH3:39])([CH3:38])[O:36][CH2:37][C:32]=5[CH:31]=4)[O:27]C3=O)[CH:11]=[CH:12][CH:13]=2)=[O:7])[CH2:5][CH2:4][CH2:3][CH2:2]1.C[Si](C)(C)[O-].[K+], predict the reaction product. The product is: [CH:1]1([S:6]([C:8]2[CH:9]=[C:10]([CH2:14][CH2:15][CH2:16][CH2:17][O:18][CH2:19][CH2:20][CH2:21][CH2:22][CH2:23][CH2:24][NH:25][CH2:29][C@@H:28]([C:30]3[CH:41]=[CH:40][C:33]4[O:34][C:35]([CH3:38])([CH3:39])[O:36][CH2:37][C:32]=4[CH:31]=3)[OH:27])[CH:11]=[CH:12][CH:13]=2)=[O:7])[CH2:2][CH2:3][CH2:4][CH2:5]1. (4) Given the reactants [CH3:1][N:2]1[C:7]2[C:8](C)=[CH:9][NH:10][C:6]=2[C:5](=[O:12])[N:4]([CH3:13])[C:3]1=[O:14].Br[CH2:16][C:17]([NH:19][C:20]1[S:21][CH:22]=[C:23]([C:25]2[CH:30]=[CH:29][C:28]([Cl:31])=[C:27]([C:32]([F:35])([F:34])[F:33])[CH:26]=2)[N:24]=1)=[O:18].[H-].[Na+], predict the reaction product. The product is: [CH3:1][N:2]1[C:7]2[CH:8]=[CH:9][N:10]([CH2:16][C:17]([NH:19][C:20]3[S:21][CH:22]=[C:23]([C:25]4[CH:30]=[CH:29][C:28]([Cl:31])=[C:27]([C:32]([F:35])([F:33])[F:34])[CH:26]=4)[N:24]=3)=[O:18])[C:6]=2[C:5](=[O:12])[N:4]([CH3:13])[C:3]1=[O:14].